Dataset: Reaction yield outcomes from USPTO patents with 853,638 reactions. Task: Predict the reaction yield, written as a fraction of the theoretical maximum amount of product (1.0 means a 100% yield; for example, 0.34 means a 34% yield). (1) The reactants are [Cl:1][C:2]1[CH:3]=[C:4]([CH:6]=[CH:7][C:8]=1[N+:9]([O-:11])=[O:10])[NH2:5].[CH3:12][S:13](Cl)(=[O:15])=[O:14].N1C=CC=CC=1. The catalyst is C1COCC1.Cl. The product is [Cl:1][C:2]1[CH:3]=[C:4]([NH:5][S:13]([CH3:12])(=[O:15])=[O:14])[CH:6]=[CH:7][C:8]=1[N+:9]([O-:11])=[O:10]. The yield is 1.00. (2) The reactants are C(OC([NH:8][CH2:9][C:10]1[N:11]([CH2:33][CH:34]([CH3:36])[CH3:35])[C:12](=[O:32])[C:13]2[C:18]([C:19]=1[C:20]1[CH:25]=[CH:24][C:23]([CH3:26])=[CH:22][CH:21]=1)=[CH:17][C:16](/[CH:27]=[CH:28]/[C:29]([NH2:31])=[O:30])=[CH:15][CH:14]=2)=O)(C)(C)C.[ClH:37]. The catalyst is C(OCC)(=O)C. The product is [ClH:37].[NH2:8][CH2:9][C:10]1[N:11]([CH2:33][CH:34]([CH3:36])[CH3:35])[C:12](=[O:32])[C:13]2[C:18]([C:19]=1[C:20]1[CH:25]=[CH:24][C:23]([CH3:26])=[CH:22][CH:21]=1)=[CH:17][C:16](/[CH:27]=[CH:28]/[C:29]([NH2:31])=[O:30])=[CH:15][CH:14]=2. The yield is 0.923. (3) The reactants are [CH2:1]([O:8][C@@H:9]1[C@@:15]([CH2:25][O:26][S:27]([CH3:30])(=[O:29])=[O:28])([CH2:16][O:17][CH2:18][C:19]2[CH:24]=[CH:23][CH:22]=[CH:21][CH:20]=2)[O:14][C@H:11]([O:12][CH3:13])[C@@H:10]1[OH:31])[C:2]1[CH:7]=[CH:6][CH:5]=[CH:4][CH:3]=1.[C:32](OC(=O)C)(=[O:34])[CH3:33]. The catalyst is N1C=CC=CC=1. The product is [C:32]([O:31][C@@H:10]1[C@H:9]([O:8][CH2:1][C:2]2[CH:3]=[CH:4][CH:5]=[CH:6][CH:7]=2)[C@@:15]([CH2:25][O:26][S:27]([CH3:30])(=[O:29])=[O:28])([CH2:16][O:17][CH2:18][C:19]2[CH:20]=[CH:21][CH:22]=[CH:23][CH:24]=2)[O:14][CH:11]1[O:12][CH3:13])(=[O:34])[CH3:33]. The yield is 1.00. (4) The reactants are [C:1](Cl)(=[O:3])[CH3:2].[NH2:5][C:6](=[O:31])[CH2:7][NH:8][C@@H:9]1[C:17]2[C:12](=[CH:13][CH:14]=[CH:15][CH:16]=2)[CH2:11][C@H:10]1[NH:18][C:19]([C:21]1[NH:22][C:23]2[C:28]([CH:29]=1)=[CH:27][C:26]([Cl:30])=[CH:25][CH:24]=2)=[O:20]. The catalyst is C1COCC1. The product is [C:1]([N:8]([CH2:7][C:6]([NH2:5])=[O:31])[C@@H:9]1[C:17]2[C:12](=[CH:13][CH:14]=[CH:15][CH:16]=2)[CH2:11][C@H:10]1[NH:18][C:19]([C:21]1[NH:22][C:23]2[C:28]([CH:29]=1)=[CH:27][C:26]([Cl:30])=[CH:25][CH:24]=2)=[O:20])(=[O:3])[CH3:2]. The yield is 0.290. (5) The reactants are [CH3:1][C:2]1[N:3]=[C:4]([C:7]2([N:13]([C:17]3[CH:22]=[CH:21][CH:20]=[CH:19][CH:18]=3)[C:14](=[O:16])[CH3:15])[CH2:12][CH2:11][NH:10][CH2:9][CH2:8]2)[S:5][CH:6]=1.[F:23][C:24]1[CH:25]=[C:26]([CH:29]=[C:30]([F:32])[CH:31]=1)[CH:27]=O.C(O[BH-](OC(=O)C)OC(=O)C)(=O)C.[Na+].C(OCC)(=O)C. The catalyst is C(Cl)(Cl)Cl.C(O)(=O)C. The product is [F:23][C:24]1[CH:25]=[C:26]([CH:29]=[C:30]([F:32])[CH:31]=1)[CH2:27][N:10]1[CH2:11][CH2:12][C:7]([N:13]([C:17]2[CH:18]=[CH:19][CH:20]=[CH:21][CH:22]=2)[C:14](=[O:16])[CH3:15])([C:4]2[S:5][CH:6]=[C:2]([CH3:1])[N:3]=2)[CH2:8][CH2:9]1. The yield is 0.360. (6) The catalyst is CN(C=O)C. The yield is 0.680. The product is [NH2:17][C:18]1[CH:19]=[C:20]([C:2]([OH:1])([C:7]2[CH:8]=[CH:9][CH:10]=[CH:11][CH:12]=2)[C:3]([O:5][CH3:6])=[O:4])[CH:21]=[CH:22][CH:23]=1. The reactants are [O:1]=[C:2]([C:7]1[CH:12]=[CH:11][CH:10]=[CH:9][CH:8]=1)[C:3]([O:5][CH3:6])=[O:4].C[Si]([N:17]([Si](C)(C)C)[C:18]1[CH:19]=[C:20]([Mg]Cl)[CH:21]=[CH:22][CH:23]=1)(C)C.C1COCC1. (7) The reactants are [Cl:1][C:2]1[C:35]([F:36])=[CH:34][CH:33]=[CH:32][C:3]=1[CH2:4][NH:5][C:6](=[O:31])[N:7]([C@H:9]([CH2:15][O:16][C:17](=[O:30])[NH:18][C:19]1[N:20]=[CH:21][C:22]2[C:27]([CH:28]=1)=[CH:26][C:25]([F:29])=[CH:24][CH:23]=2)[CH2:10][CH2:11][C:12](O)=[O:13])[CH3:8].CN(C(ON1N=NC2C=CC=CC1=2)=[N+](C)C)C.F[P-](F)(F)(F)(F)F.[C:61]([O:65][C:66]([N:68]1[CH2:73][CH2:72][NH:71][CH2:70][CH2:69]1)=[O:67])([CH3:64])([CH3:63])[CH3:62].CCN(C(C)C)C(C)C. The catalyst is CN(C=O)C. The product is [Cl:1][C:2]1[C:35]([F:36])=[CH:34][CH:33]=[CH:32][C:3]=1[CH2:4][NH:5][C:6](=[O:31])[N:7]([C@H:9]([CH2:15][O:16][C:17](=[O:30])[NH:18][C:19]1[N:20]=[CH:21][C:22]2[C:27]([CH:28]=1)=[CH:26][C:25]([F:29])=[CH:24][CH:23]=2)[CH2:10][CH2:11][C:12]([N:71]1[CH2:72][CH2:73][N:68]([C:66]([O:65][C:61]([CH3:64])([CH3:62])[CH3:63])=[O:67])[CH2:69][CH2:70]1)=[O:13])[CH3:8]. The yield is 0.550. (8) The reactants are [Br:1][C:2]1[CH:3]=[C:4]([N+:12]([O-:14])=[O:13])[C:5]([CH3:11])=[C:6]([CH:10]=1)[C:7](O)=O.C(=O)([O-])[O-].[Na+].[Na+].CI. The catalyst is CN(C=O)C. The product is [CH3:7][C:6]1[CH:10]=[C:2]([Br:1])[CH:3]=[C:4]([N+:12]([O-:14])=[O:13])[C:5]=1[CH3:11]. The yield is 0.990. (9) The reactants are [OH:1][CH2:2][CH2:3][CH2:4][N:5]1[C:10](=[O:11])[C:9]2[C:12]([CH3:15])=[CH:13][S:14][C:8]=2[N:7]([CH3:16])[C:6]1=[O:17].CC1C=CC(S([O-])(=O)=O)=CC=1.C1C=C[NH+]=CC=1.[CH2:35]1[CH2:40][O:39][CH:38]=[CH:37][CH2:36]1.O. The catalyst is C(Cl)Cl. The product is [CH3:16][N:7]1[C:8]2[S:14][CH:13]=[C:12]([CH3:15])[C:9]=2[C:10](=[O:11])[N:5]([CH2:4][CH2:3][CH2:2][O:1][CH:38]2[CH2:37][CH2:36][CH2:35][CH2:40][O:39]2)[C:6]1=[O:17]. The yield is 0.934. (10) The reactants are [CH3:1][O:2][C:3](=[O:16])[CH:4]([NH:8][C:9]([O:11][C:12]([CH3:15])([CH3:14])[CH3:13])=[O:10])[CH:5]([OH:7])[CH3:6].FS([C:21]([F:26])([F:25])C(O)=O)(=O)=O.O. The catalyst is C(#N)C.C(OCC)(=O)C.[Cu]I. The product is [CH3:1][O:2][C:3](=[O:16])[CH:4]([NH:8][C:9]([O:11][C:12]([CH3:15])([CH3:14])[CH3:13])=[O:10])[CH:5]([O:7][CH:21]([F:26])[F:25])[CH3:6]. The yield is 0.360.